Dataset: Catalyst prediction with 721,799 reactions and 888 catalyst types from USPTO. Task: Predict which catalyst facilitates the given reaction. (1) Reactant: [CH2:1]([NH:4][C:5]([C:7]1[S:8][CH:9]=[CH:10][C:11]=1[C:12]1[CH:17]=[CH:16][C:15]([Cl:18])=[CH:14][C:13]=1[Cl:19])=O)[CH:2]=[CH2:3].C(Cl)Cl.P(Cl)(Cl)(Cl)(Cl)Cl.Cl.CO[CH:32](OC)[CH2:33][NH2:34].O1CCOCC1. Product: [CH2:1]([N:4]1[CH:32]=[CH:33][N:34]=[C:5]1[C:7]1[S:8][CH:9]=[CH:10][C:11]=1[C:12]1[CH:17]=[CH:16][C:15]([Cl:18])=[CH:14][C:13]=1[Cl:19])[CH:2]=[CH2:3]. The catalyst class is: 12. (2) Reactant: [Br:1][C:2]1[CH:3]=[C:4]([CH2:8][C:9]#[N:10])[CH:5]=[CH:6][CH:7]=1.B.Cl. Product: [Br:1][C:2]1[CH:3]=[C:4]([CH2:8][CH2:9][NH2:10])[CH:5]=[CH:6][CH:7]=1. The catalyst class is: 1. (3) Reactant: Br[C:2]1[CH:7]=[CH:6][CH:5]=[CH:4][N:3]=1.C([Li])CCC.[CH2:13]([O:15][C:16]1[CH:17]=[C:18]([CH:21]=[CH:22][C:23]=1[OH:24])[CH:19]=[O:20])[CH3:14].O. Product: [CH2:13]([O:15][C:16]1[CH:17]=[C:18]([CH:19]([OH:20])[C:2]2[CH:7]=[CH:6][CH:5]=[CH:4][N:3]=2)[CH:21]=[CH:22][C:23]=1[OH:24])[CH3:14]. The catalyst class is: 188.